The task is: Predict the reactants needed to synthesize the given product.. This data is from Full USPTO retrosynthesis dataset with 1.9M reactions from patents (1976-2016). Given the product [C:38]([CH2:37][N:36]([CH2:35][C:32]1[CH:31]=[CH:30][C:29]([NH:28][C:4]([C:6]2[C:7]3[N:8]=[CH:9][CH:10]=[N:11][C:12]=3[C:13]([C:16]3[C:17]([F:27])=[C:18]([O:25][CH3:26])[CH:19]=[C:20]([O:23][CH3:24])[C:21]=3[F:22])=[CH:14][CH:15]=2)=[O:5])=[N:34][CH:33]=1)[CH3:41])(=[O:39])[NH2:40], predict the reactants needed to synthesize it. The reactants are: C(O[C:4]([C:6]1[C:7]2[N:8]=[CH:9][CH:10]=[N:11][C:12]=2[C:13]([C:16]2[C:21]([F:22])=[C:20]([O:23][CH3:24])[CH:19]=[C:18]([O:25][CH3:26])[C:17]=2[F:27])=[CH:14][CH:15]=1)=[O:5])C.[NH2:28][C:29]1[N:34]=[CH:33][C:32]([CH2:35][N:36]([CH3:41])[CH2:37][C:38]([NH2:40])=[O:39])=[CH:31][CH:30]=1.C[Al](C)C.C([O-])(O)=O.[Na+].